This data is from Peptide-MHC class II binding affinity with 134,281 pairs from IEDB. The task is: Regression. Given a peptide amino acid sequence and an MHC pseudo amino acid sequence, predict their binding affinity value. This is MHC class II binding data. (1) The peptide sequence is LRYYRITYGETGGNS. The MHC is DRB1_1302 with pseudo-sequence DRB1_1302. The binding affinity (normalized) is 0.0325. (2) The peptide sequence is NVTSIHSLLDEGKQS. The MHC is DRB1_0101 with pseudo-sequence DRB1_0101. The binding affinity (normalized) is 0.274.